From a dataset of Full USPTO retrosynthesis dataset with 1.9M reactions from patents (1976-2016). Predict the reactants needed to synthesize the given product. (1) Given the product [C:25]([O:24][C:23]([N:11]1[CH2:12][CH2:13][CH2:14][CH:9]([C:6]2[CH:7]=[CH:8][C:3]([F:2])=[C:4]([OH:15])[CH:5]=2)[CH2:10]1)=[O:29])([CH3:28])([CH3:27])[CH3:26], predict the reactants needed to synthesize it. The reactants are: Cl.[F:2][C:3]1[CH:8]=[CH:7][C:6]([CH:9]2[CH2:14][CH2:13][CH2:12][NH:11][CH2:10]2)=[CH:5][C:4]=1[OH:15].C(N(CC)CC)C.[C:23](=O)([O:29]C(C)(C)C)[O:24][C:25]([CH3:28])([CH3:27])[CH3:26]. (2) Given the product [CH3:18][O:17][C:13]([CH2:14][S:15][S:27][CH2:19][CH2:20][CH2:21][CH2:22][CH2:23][CH2:24][CH2:25][CH3:26])=[O:16], predict the reactants needed to synthesize it. The reactants are: N(C(OCC)=O)=NC(OCC)=O.[C:13]([O:17][CH3:18])(=[O:16])[CH2:14][SH:15].[CH2:19]([SH:27])[CH2:20][CH2:21][CH2:22][CH2:23][CH2:24][CH2:25][CH3:26].